This data is from Full USPTO retrosynthesis dataset with 1.9M reactions from patents (1976-2016). The task is: Predict the reactants needed to synthesize the given product. (1) Given the product [C:1]([O:4][CH2:7][SiH2:8][CH:9]([O:12][CH3:13])[O:10][CH3:11])(=[O:3])[CH3:2], predict the reactants needed to synthesize it. The reactants are: [C:1]([O-:4])(=[O:3])[CH3:2].[Na+].Cl[CH2:7][SiH2:8][CH:9]([O:12][CH3:13])[O:10][CH3:11]. (2) The reactants are: [OH:1][C:2]1[CH:11]=[CH:10][C:9]([N:12]2[CH2:17][CH2:16][O:15][CH2:14][CH2:13]2)=[CH:8][C:3]=1[C:4]([O:6]C)=[O:5].[Li+].[OH-]. Given the product [OH:1][C:2]1[CH:11]=[CH:10][C:9]([N:12]2[CH2:13][CH2:14][O:15][CH2:16][CH2:17]2)=[CH:8][C:3]=1[C:4]([OH:6])=[O:5], predict the reactants needed to synthesize it. (3) Given the product [CH2:41]([O:27][C:26](=[O:28])[C:25]1[CH:29]=[CH:30][C:22]([NH:21][C:19](=[O:20])[C:18]2[CH:31]=[CH:32][CH:33]=[C:16]([NH:15][S:12]([C:10]3[S:11][C:7]([C:6]4[N:2]([CH3:1])[N:3]=[C:4]([C:34]([F:35])([F:37])[F:36])[CH:5]=4)=[CH:8][CH:9]=3)(=[O:14])=[O:13])[CH:17]=2)=[CH:23][CH:24]=1)[CH3:42], predict the reactants needed to synthesize it. The reactants are: [CH3:1][N:2]1[C:6]([C:7]2[S:11][C:10]([S:12]([NH:15][C:16]3[CH:17]=[C:18]([CH:31]=[CH:32][CH:33]=3)[C:19]([NH:21][C:22]3[CH:30]=[CH:29][C:25]([C:26]([OH:28])=[O:27])=[CH:24][CH:23]=3)=[O:20])(=[O:14])=[O:13])=[CH:9][CH:8]=2)=[CH:5][C:4]([C:34]([F:37])([F:36])[F:35])=[N:3]1.CN1C(C2SC(S(Cl)(=O)=O)=CC=2)=[CH:42][C:41](C(F)(F)F)=N1.